This data is from Peptide-MHC class I binding affinity with 185,985 pairs from IEDB/IMGT. The task is: Regression. Given a peptide amino acid sequence and an MHC pseudo amino acid sequence, predict their binding affinity value. This is MHC class I binding data. (1) The peptide sequence is DLPPAIAAE. The MHC is HLA-A03:01 with pseudo-sequence HLA-A03:01. The binding affinity (normalized) is 0.0847. (2) The peptide sequence is EKLKSLFNTI. The MHC is HLA-B08:03 with pseudo-sequence HLA-B08:03. The binding affinity (normalized) is 0.0847. (3) The peptide sequence is MRYFIGQPL. The MHC is HLA-C07:01 with pseudo-sequence HLA-C07:01. The binding affinity (normalized) is 0.421.